Task: Predict the product of the given reaction.. Dataset: Forward reaction prediction with 1.9M reactions from USPTO patents (1976-2016) (1) The product is: [CH3:2][O:3][C:4](=[O:15])[C:5]1[CH:10]=[C:9]([N+:11]([O-:13])=[O:12])[C:8]([O:17][CH3:16])=[CH:7][C:6]=1[F:14]. Given the reactants [Na].[CH3:2][O:3][C:4](=[O:15])[C:5]1[CH:10]=[C:9]([N+:11]([O-:13])=[O:12])[CH:8]=[CH:7][C:6]=1[F:14].[CH3:16][OH:17], predict the reaction product. (2) Given the reactants [ClH:1].[Br:2][C:3]1[N:14]=[CH:13][C:6]2[NH:7][C:8](=O)[C:9](=O)[NH:10][C:5]=2[CH:4]=1.S(Cl)([Cl:17])=O.CN(C)C=O, predict the reaction product. The product is: [Br:2][C:3]1[N:14]=[CH:13][C:6]2=[N:7][C:8]([Cl:17])=[C:9]([Cl:1])[N:10]=[C:5]2[CH:4]=1. (3) Given the reactants [CH2:1]([O:3][C:4](=[O:23])[C:5]([OH:22])([CH3:21])[CH2:6][C:7]1[CH:12]=[CH:11][C:10]([O:13]CC2C=CC=CC=2)=[CH:9][CH:8]=1)[CH3:2], predict the reaction product. The product is: [CH2:1]([O:3][C:4](=[O:23])[C:5]([OH:22])([CH3:21])[CH2:6][C:7]1[CH:8]=[CH:9][C:10]([OH:13])=[CH:11][CH:12]=1)[CH3:2]. (4) Given the reactants [Cl:1][C:2]1[C:3]2[C:10]([I:11])=[CH:9][NH:8][C:4]=2[N:5]=[CH:6][N:7]=1.[O:12]1[C:16]2([CH2:21][CH2:20][CH:19](O)[CH2:18][CH2:17]2)[O:15][CH2:14][CH2:13]1, predict the reaction product. The product is: [Cl:1][C:2]1[C:3]2[C:10]([I:11])=[CH:9][N:8]([CH:19]3[CH2:20][CH2:21][C:16]4([O:15][CH2:14][CH2:13][O:12]4)[CH2:17][CH2:18]3)[C:4]=2[N:5]=[CH:6][N:7]=1.